Dataset: Peptide-MHC class I binding affinity with 185,985 pairs from IEDB/IMGT. Task: Regression. Given a peptide amino acid sequence and an MHC pseudo amino acid sequence, predict their binding affinity value. This is MHC class I binding data. (1) The peptide sequence is VLLLITHYAI. The MHC is HLA-A02:17 with pseudo-sequence HLA-A02:17. The binding affinity (normalized) is 0.357. (2) The peptide sequence is DWMDRIEEF. The MHC is HLA-A69:01 with pseudo-sequence HLA-A69:01. The binding affinity (normalized) is 0.0847. (3) The peptide sequence is LVSDYCNVLNKEFT. The MHC is HLA-B44:03 with pseudo-sequence HLA-B44:03. The binding affinity (normalized) is 0. (4) The peptide sequence is FTNRSGSQ. The MHC is HLA-A02:01 with pseudo-sequence HLA-A02:01. The binding affinity (normalized) is 0. (5) The peptide sequence is VTDNNRSFY. The MHC is HLA-A02:01 with pseudo-sequence HLA-A02:01. The binding affinity (normalized) is 0.0381. (6) The peptide sequence is VIARTHTAL. The MHC is HLA-B27:05 with pseudo-sequence HLA-B27:05. The binding affinity (normalized) is 0.0847. (7) The peptide sequence is FVHTLLKTY. The MHC is HLA-B08:01 with pseudo-sequence HLA-B08:01. The binding affinity (normalized) is 0.0847.